From a dataset of Forward reaction prediction with 1.9M reactions from USPTO patents (1976-2016). Predict the product of the given reaction. (1) Given the reactants [Li][CH3:2].[CH2:3]([O:5][C:6]([C:8]1[C:9]2[C:24](=[O:25])[CH:23]=[CH:22][CH2:21][CH2:20][C:10]=2[N:11]([C:13]([O:15][C:16]([CH3:19])([CH3:18])[CH3:17])=[O:14])[CH:12]=1)=[O:7])[CH3:4], predict the reaction product. The product is: [CH2:3]([O:5][C:6]([C:8]1[C:9]2[C:24](=[O:25])[CH2:23][CH:22]([CH3:2])[CH2:21][CH2:20][C:10]=2[N:11]([C:13]([O:15][C:16]([CH3:19])([CH3:17])[CH3:18])=[O:14])[CH:12]=1)=[O:7])[CH3:4]. (2) Given the reactants CSC.B.[F:5][C:6]1[CH:11]=[CH:10][CH:9]=[C:8]([F:12])[C:7]=1[CH2:13][C:14](O)=[O:15], predict the reaction product. The product is: [F:5][C:6]1[CH:11]=[CH:10][CH:9]=[C:8]([F:12])[C:7]=1[CH2:13][CH2:14][OH:15]. (3) The product is: [C:12]([C:11]1[CH:14]=[C:7]([C:5]2[S:6][C:2]([N:20]3[CH:21]=[C:22]4[CH2:23][N:24]([C:28]([O:30][C:31]([CH3:33])([CH3:32])[CH3:34])=[O:29])[CH2:25][CH2:26][C:27]4=[N:19]3)=[N:3][N:4]=2)[CH:8]=[CH:9][C:10]=1[O:15][CH:16]([CH3:18])[CH3:17])#[N:13]. Given the reactants Br[C:2]1[S:6][C:5]([C:7]2[CH:8]=[CH:9][C:10]([O:15][CH:16]([CH3:18])[CH3:17])=[C:11]([CH:14]=2)[C:12]#[N:13])=[N:4][N:3]=1.[N:19]1[NH:20][CH:21]=[C:22]2[C:27]=1[CH2:26][CH2:25][N:24]([C:28]([O:30][C:31]([CH3:34])([CH3:33])[CH3:32])=[O:29])[CH2:23]2.C([O-])([O-])=O.[Cs+].[Cs+], predict the reaction product. (4) Given the reactants [CH2:1]([O:8][C:9]([NH:11][C@H:12]1[CH2:17][CH2:16][CH2:15][NH:14][C@H:13]1[C:18]1[CH:23]=[CH:22][CH:21]=[CH:20][CH:19]=1)=[O:10])[C:2]1[CH:7]=[CH:6][CH:5]=[CH:4][CH:3]=1.C(N(C(C)C)CC)(C)C.[C:33](O[C:33]([O:35][C:36]([CH3:39])([CH3:38])[CH3:37])=[O:34])([O:35][C:36]([CH3:39])([CH3:38])[CH3:37])=[O:34], predict the reaction product. The product is: [CH2:1]([O:8][C:9]([NH:11][C@H:12]1[CH2:17][CH2:16][CH2:15][N:14]([C:33]([O:35][C:36]([CH3:39])([CH3:38])[CH3:37])=[O:34])[C@H:13]1[C:18]1[CH:23]=[CH:22][CH:21]=[CH:20][CH:19]=1)=[O:10])[C:2]1[CH:3]=[CH:4][CH:5]=[CH:6][CH:7]=1. (5) Given the reactants [Cl:1][C:2]1[CH:7]=[CH:6][CH:5]=[C:4]([F:8])[C:3]=1[NH:9][C:10]1[NH:11][C:12]2[C:18]3[CH2:19][C:20]([CH3:23])([CH3:22])[O:21][C:17]=3[C:16]([C:24]([NH:26][C:27]3[CH:32]=[CH:31][C:30]([F:33])=[C:29]([C:34]([F:37])([F:36])[F:35])[CH:28]=3)=[O:25])=[CH:15][C:13]=2[N:14]=1.[CH3:38][S:39]([OH:42])(=[O:41])=[O:40], predict the reaction product. The product is: [CH3:38][S:39]([OH:42])(=[O:41])=[O:40].[Cl:1][C:2]1[CH:7]=[CH:6][CH:5]=[C:4]([F:8])[C:3]=1[NH:9][C:10]1[NH:11][C:12]2[C:18]3[CH2:19][C:20]([CH3:23])([CH3:22])[O:21][C:17]=3[C:16]([C:24]([NH:26][C:27]3[CH:32]=[CH:31][C:30]([F:33])=[C:29]([C:34]([F:37])([F:36])[F:35])[CH:28]=3)=[O:25])=[CH:15][C:13]=2[N:14]=1. (6) Given the reactants [NH:1]1[C:9]2[C:4](=[CH:5][CH:6]=[CH:7][CH:8]=2)[C:3]([CH:10]=[O:11])=[CH:2]1.[Cl:12][C:13]1[CH:18]=[CH:17][CH:16]=[CH:15][C:14]=1[S:19](Cl)(=[O:21])=[O:20].C(N(C(C)C)CC)(C)C.C(=O)([O-])O.[Na+], predict the reaction product. The product is: [Cl:12][C:13]1[CH:18]=[CH:17][CH:16]=[CH:15][C:14]=1[S:19]([N:1]1[C:9]2[C:4](=[CH:5][CH:6]=[CH:7][CH:8]=2)[C:3]([CH:10]=[O:11])=[CH:2]1)(=[O:21])=[O:20]. (7) Given the reactants [CH3:1][C:2]1[CH:3]=[C:4]([C:7]([O:9][CH3:10])=[O:8])[S:5][CH:6]=1.[BrH:11].OS(O)(=O)=O.[CH2:17]=O, predict the reaction product. The product is: [Br:11][CH2:17][C:6]1[S:5][C:4]([C:7]([O:9][CH3:10])=[O:8])=[CH:3][C:2]=1[CH3:1]. (8) Given the reactants [Br:1][C:2]1[CH:3]=[CH:4][C:5]([O:10][CH3:11])=[C:6]([CH:9]=1)[CH:7]=O.Cl.[NH2:13]O.C([O-])(=O)C.[Na+], predict the reaction product. The product is: [Br:1][C:2]1[CH:3]=[CH:4][C:5]([O:10][CH3:11])=[C:6]([CH:9]=1)[C:7]#[N:13]. (9) The product is: [C:5]([C:12]1[CH:13]=[CH:14][C:9]([CH2:15][NH:16][C:17](=[O:19])[CH3:18])=[CH:10][CH:11]=1)(=[O:7])[CH3:6]. Given the reactants [Cl-].[Al+3].[Cl-].[Cl-].[C:5](Cl)(=[O:7])[CH3:6].[C:9]1([CH2:15][NH:16][C:17](=[O:19])[CH3:18])[CH:14]=[CH:13][CH:12]=[CH:11][CH:10]=1, predict the reaction product.